From a dataset of Full USPTO retrosynthesis dataset with 1.9M reactions from patents (1976-2016). Predict the reactants needed to synthesize the given product. (1) Given the product [CH2:1]([C:8]1[CH:9]=[CH:10][C:11]2[O:15][C:14]([C:16]3[CH:21]=[CH:20][C:19]([CH:22]=[O:23])=[CH:18][C:17]=3[F:27])=[N:13][C:12]=2[CH:28]=1)[C:2]1[CH:3]=[CH:4][CH:5]=[CH:6][CH:7]=1, predict the reactants needed to synthesize it. The reactants are: [CH2:1]([C:8]1[CH:9]=[CH:10][C:11]2[O:15][C:14]([C:16]3[CH:21]=[CH:20][C:19]([CH:22](OC)[O:23]C)=[CH:18][C:17]=3[F:27])=[N:13][C:12]=2[CH:28]=1)[C:2]1[CH:7]=[CH:6][CH:5]=[CH:4][CH:3]=1.Cl. (2) Given the product [Cl:1][C:2]1[CH:3]=[C:4]2[C:12](=[C:13]([NH:17][C:32](=[O:33])[C:31]3[CH:35]=[CH:36][CH:37]=[N:38][C:30]=3[CH3:29])[C:14]=1[O:15][CH3:16])[NH:11][C:10]1[CH:9]=[N:8][CH:7]=[CH:6][C:5]2=1, predict the reactants needed to synthesize it. The reactants are: [Cl:1][C:2]1[CH:3]=[C:4]2[C:12](=[C:13]([NH2:17])[C:14]=1[O:15][CH3:16])[NH:11][C:10]1[CH:9]=[N:8][CH:7]=[CH:6][C:5]2=1.CCN=C=NCCCN(C)C.[CH3:29][C:30]1[N:38]=[CH:37][CH:36]=[CH:35][C:31]=1[C:32](O)=[O:33]. (3) The reactants are: [NH:1]1[CH:5]=[CH:4][N:3]=[C:2]1[CH2:6][N:7]([CH2:15][C:16]1[CH:34]=[CH:33][C:19]([CH2:20][NH:21][CH2:22][CH2:23][CH2:24][CH2:25][N:26]([CH2:30][CH2:31][CH3:32])[CH2:27][CH2:28][CH3:29])=[CH:18][CH:17]=1)[CH2:8][C:9]1[N:10]([CH3:14])[CH:11]=[CH:12][N:13]=1.[CH:35](O)=[O:36].C(N)=O. Given the product [CH2:30]([N:26]([CH2:27][CH2:28][CH3:29])[CH2:25][CH2:24][CH2:23][CH2:22][N:21]([CH2:20][C:19]1[CH:33]=[CH:34][C:16]([CH2:15][N:7]([CH2:6][C:2]2[NH:3][CH:4]=[CH:5][N:1]=2)[CH2:8][C:9]2[N:10]([CH3:14])[CH:11]=[CH:12][N:13]=2)=[CH:17][CH:18]=1)[CH:35]=[O:36])[CH2:31][CH3:32], predict the reactants needed to synthesize it. (4) Given the product [F:1][C:2]1[CH:36]=[CH:35][CH:34]=[C:33]([F:37])[C:3]=1[CH2:4][O:5][C:6]1[N:11]2[N:12]=[C:13]([CH3:31])[C:14]([C:15]([NH:17][C@H:18]([CH2:27][CH:28]([CH3:30])[CH3:29])[CH2:19][C:20]([OH:22])=[O:21])=[O:16])=[C:10]2[CH:9]=[C:8]([CH3:32])[CH:7]=1, predict the reactants needed to synthesize it. The reactants are: [F:1][C:2]1[CH:36]=[CH:35][CH:34]=[C:33]([F:37])[C:3]=1[CH2:4][O:5][C:6]1[N:11]2[N:12]=[C:13]([CH3:31])[C:14]([C:15]([NH:17][C@H:18]([CH2:27][CH:28]([CH3:30])[CH3:29])[CH2:19][C:20]([O:22]C(C)(C)C)=[O:21])=[O:16])=[C:10]2[CH:9]=[C:8]([CH3:32])[CH:7]=1.Cl.